Dataset: Forward reaction prediction with 1.9M reactions from USPTO patents (1976-2016). Task: Predict the product of the given reaction. (1) Given the reactants [NH2:1][C:2]1[CH:7]=[C:6]([Cl:8])[N:5]=[C:4]([Cl:9])[C:3]=1[C:10]([NH2:12])=[O:11].[CH:13](OCC)(OCC)OCC, predict the reaction product. The product is: [Cl:9][C:4]1[C:3]2[C:10](=[O:11])[NH:12][CH:13]=[N:1][C:2]=2[CH:7]=[C:6]([Cl:8])[N:5]=1. (2) The product is: [NH2:19][C@@H:8]([C:4]1[CH:5]=[CH:6][CH:7]=[C:2]([Cl:1])[CH:3]=1)[CH2:9][N:10]([CH3:18])[C:11](=[O:17])[O:12][C:13]([CH3:15])([CH3:14])[CH3:16]. Given the reactants [Cl:1][C:2]1[CH:3]=[C:4]([C@H:8]([N:19]2C(=O)C3C(=CC=CC=3)C2=O)[CH2:9][N:10]([CH3:18])[C:11](=[O:17])[O:12][C:13]([CH3:16])([CH3:15])[CH3:14])[CH:5]=[CH:6][CH:7]=1.O.NN, predict the reaction product. (3) Given the reactants [NH2:1][C:2]1[N:7]=[C:6]([O:8]S(C(F)(F)F)(=O)=O)[C:5]([N+:16]([O-:18])=[O:17])=[C:4]([C:19]2[O:20][CH:21]=[CH:22][CH:23]=2)[N:3]=1.[CH2:24](O)[C:25]1[CH:30]=[CH:29][CH:28]=[CH:27][CH:26]=1.C1CCN2C(=NCCC2)CC1, predict the reaction product. The product is: [CH2:24]([O:8][C:6]1[C:5]([N+:16]([O-:18])=[O:17])=[C:4]([C:19]2[O:20][CH:21]=[CH:22][CH:23]=2)[N:3]=[C:2]([NH2:1])[N:7]=1)[C:25]1[CH:30]=[CH:29][CH:28]=[CH:27][CH:26]=1. (4) Given the reactants Cl[C:2]1[CH:12]=[CH:11][CH:10]=[C:9](Cl)[C:3]=1[O:4][CH2:5][CH2:6][CH2:7][NH2:8].[F:14][C:15]([F:24])([F:23])C1C=CC=CC=1O.ClC1C=CC=C(Cl)C=1O, predict the reaction product. The product is: [F:14][C:15]([F:24])([F:23])[C:2]1[CH:12]=[CH:11][CH:10]=[CH:9][C:3]=1[O:4][CH2:5][CH2:6][CH2:7][NH2:8]. (5) Given the reactants [CH3:1][O:2][C:3](=[O:16])[C:4]1[CH:9]=[C:8]([Cl:10])[CH:7]=[C:6]([C:11]#[C:12][CH2:13][CH3:14])[C:5]=1[NH2:15], predict the reaction product. The product is: [CH3:1][O:2][C:3]([C:4]1[CH:9]=[C:8]([Cl:10])[CH:7]=[C:6]2[C:5]=1[NH:15][C:12]([CH2:13][CH3:14])=[CH:11]2)=[O:16].